From a dataset of Full USPTO retrosynthesis dataset with 1.9M reactions from patents (1976-2016). Predict the reactants needed to synthesize the given product. (1) Given the product [Br:1][C:2]1[CH:7]=[C:6]([F:8])[CH:5]=[CH:4][C:3]=1[CH:9]1[C:14]([C:15]([O:17][CH2:18][CH3:19])=[O:16])=[C:13]([CH2:20][Br:39])[NH:12][C:11]([C:21]2[N:25]=[CH:24][N:23]([CH2:26][C:27]([O:29][CH2:30][CH3:31])=[O:28])[N:22]=2)=[N:10]1, predict the reactants needed to synthesize it. The reactants are: [Br:1][C:2]1[CH:7]=[C:6]([F:8])[CH:5]=[CH:4][C:3]=1[CH:9]1[C:14]([C:15]([O:17][CH2:18][CH3:19])=[O:16])=[C:13]([CH3:20])[NH:12][C:11]([C:21]2[N:25]=[CH:24][N:23]([CH2:26][C:27]([O:29][CH2:30][CH3:31])=[O:28])[N:22]=2)=[N:10]1.C1C(=O)N([Br:39])C(=O)C1. (2) Given the product [I:27][CH2:2][O:3][C:4](=[O:26])[CH2:5][CH2:6][CH2:7][O:8][C:9](=[O:25])[C@H:10]([CH:22]([CH3:24])[CH3:23])[NH:11][C:12]([O:14][CH2:15][C:16]1[CH:21]=[CH:20][CH:19]=[CH:18][CH:17]=1)=[O:13], predict the reactants needed to synthesize it. The reactants are: Cl[CH2:2][O:3][C:4](=[O:26])[CH2:5][CH2:6][CH2:7][O:8][C:9](=[O:25])[C@H:10]([CH:22]([CH3:24])[CH3:23])[NH:11][C:12]([O:14][CH2:15][C:16]1[CH:21]=[CH:20][CH:19]=[CH:18][CH:17]=1)=[O:13].[I-:27].[Na+]. (3) Given the product [CH3:1][C:2]1[N:3]=[CH:4][C:5]2[C:10]([CH:11]=1)=[C:9]([NH:12][C:13]([NH:15][CH:16]1[CH2:20][CH2:19][N:18]([CH2:25][C:24]3[CH:27]=[CH:28][CH:29]=[CH:30][C:23]=3[C:22]([F:21])([F:31])[F:32])[CH2:17]1)=[O:14])[CH:8]=[CH:7][CH:6]=2, predict the reactants needed to synthesize it. The reactants are: [CH3:1][C:2]1[N:3]=[CH:4][C:5]2[C:10]([CH:11]=1)=[C:9]([NH:12][C:13]([NH:15][CH:16]1[CH2:20][CH2:19][NH:18][CH2:17]1)=[O:14])[CH:8]=[CH:7][CH:6]=2.[F:21][C:22]([F:32])([F:31])[C:23]1[CH:30]=[CH:29][CH:28]=[CH:27][C:24]=1[CH:25]=O.C(O[BH-](OC(=O)C)OC(=O)C)(=O)C.[Na+].C(=O)([O-])O.[Na+].[N-]=C=O. (4) The reactants are: [CH3:1][N:2]1[C:11]2[N:10]=[CH:9][N:8]=[C:7]([N:12]3[CH2:17][CH2:16][CH:15]([N:18]4[C:22]5[CH:23]=[CH:24][CH:25]=[CH:26][C:21]=5[NH:20][C:19]4=O)[CH2:14][CH2:13]3)[C:6]=2[N:5]=[C:4]([O:28][CH3:29])[C:3]1=[O:30].N1CCC(N2C3C=CC=CC=3N[C:38]2=[O:46])CC1.C1(N2C3(CCNCC3)C(=O)NC2)C=CC=CC=1. Given the product [CH3:29][O:28][C:4]1[C:3](=[O:30])[N:2]([CH3:1])[C:11]2[N:10]=[CH:9][N:8]=[C:7]([N:12]3[CH2:17][CH2:16][C:15]4([N:18]([C:22]5[CH:23]=[CH:24][CH:25]=[CH:26][CH:21]=5)[CH2:19][NH:20][C:38]4=[O:46])[CH2:14][CH2:13]3)[C:6]=2[N:5]=1, predict the reactants needed to synthesize it. (5) Given the product [CH3:36][S:33]([NH:32][C:30](=[O:31])[CH2:29][O:28][C:25]1[CH:26]=[CH:27][C:22]([C:17]2[C:16]([C:14]([NH:13][C:12]3[CH:37]=[CH:38][C:9]([NH:8][CH2:39][CH2:40][C:41]4[CH:46]=[CH:45][CH:44]=[CH:43][N:42]=4)=[CH:10][CH:11]=3)=[O:15])=[CH:21][CH:20]=[CH:19][CH:18]=2)=[CH:23][CH:24]=1)(=[O:34])=[O:35], predict the reactants needed to synthesize it. The reactants are: C(OC([N:8]([CH2:39][CH2:40][C:41]1[CH:46]=[CH:45][CH:44]=[CH:43][N:42]=1)[C:9]1[CH:38]=[CH:37][C:12]([NH:13][C:14]([C:16]2[CH:21]=[CH:20][CH:19]=[CH:18][C:17]=2[C:22]2[CH:27]=[CH:26][C:25]([O:28][CH2:29][C:30]([NH:32][S:33]([CH3:36])(=[O:35])=[O:34])=[O:31])=[CH:24][CH:23]=2)=[O:15])=[CH:11][CH:10]=1)=O)(C)(C)C. (6) Given the product [F:1][C:2]1[CH:7]=[C:6]([F:8])[CH:5]=[CH:4][C:3]=1[O:9][C:13]1[CH:18]=[CH:17][C:16]([S:19]([NH2:22])(=[O:21])=[O:20])=[CH:15][C:14]=1[N+:23]([O-:25])=[O:24], predict the reactants needed to synthesize it. The reactants are: [F:1][C:2]1[CH:7]=[C:6]([F:8])[CH:5]=[CH:4][C:3]=1[OH:9].[H-].[Na+].F[C:13]1[CH:18]=[CH:17][C:16]([S:19]([NH2:22])(=[O:21])=[O:20])=[CH:15][C:14]=1[N+:23]([O-:25])=[O:24].C(OCC)(=O)C. (7) Given the product [CH3:21][NH:20][C:18]([N:15]1[CH2:16][CH2:17][CH:12]([NH:11][C:10]2[CH:9]=[CH:8][C:7]([CH2:6][CH2:5][NH:4][CH2:52][C@H:50]([OH:51])[CH2:49][O:48][C:45]3[CH:46]=[CH:47][C:42]([OH:41])=[CH:43][CH:44]=3)=[CH:23][CH:22]=2)[CH2:13][CH2:14]1)=[O:19], predict the reactants needed to synthesize it. The reactants are: C(O)=O.[NH2:4][CH2:5][CH2:6][C:7]1[CH:23]=[CH:22][C:10]([NH:11][CH:12]2[CH2:17][CH2:16][N:15]([C:18]([NH:20][CH3:21])=[O:19])[CH2:14][CH2:13]2)=[CH:9][CH:8]=1.C([Si]([O:41][C:42]1[CH:47]=[CH:46][C:45]([O:48][CH2:49][CH:50]2[CH2:52][O:51]2)=[CH:44][CH:43]=1)(C1C=CC=CC=1)C1C=CC=CC=1)(C)(C)C. (8) Given the product [CH3:20][C:18]1[C:13]2[NH:14][C:15](=[O:17])[O:16][C:12]=2[CH:11]=[C:10]([C:8]([C:4]2[CH:3]=[C:2]([NH:21][C:22]3[CH:23]=[C:24]4[C:37](=[CH:38][CH:39]=3)[CH2:36][C:26]3([C:34]5[C:29](=[N:30][CH:31]=[CH:32][CH:33]=5)[NH:28][C:27]3=[O:35])[CH2:25]4)[N:7]=[CH:6][N:5]=2)=[O:9])[CH:19]=1, predict the reactants needed to synthesize it. The reactants are: Cl[C:2]1[N:7]=[CH:6][N:5]=[C:4]([C:8]([C:10]2[CH:19]=[C:18]([CH3:20])[C:13]3[NH:14][C:15](=[O:17])[O:16][C:12]=3[CH:11]=2)=[O:9])[CH:3]=1.[NH2:21][C:22]1[CH:23]=[C:24]2[C:37](=[CH:38][CH:39]=1)[CH2:36][C:26]1([C:34]3[C:29](=[N:30][CH:31]=[CH:32][CH:33]=3)[NH:28][C:27]1=[O:35])[CH2:25]2.C1(S(O)(=O)=O)C=CC=CC=1.